From a dataset of Forward reaction prediction with 1.9M reactions from USPTO patents (1976-2016). Predict the product of the given reaction. (1) Given the reactants [OH:1][C@H:2]([C:15]1[CH:20]=[CH:19][CH:18]=[CH:17][CH:16]=1)[C@@H:3]([NH:7]C(=O)OC(C)(C)C)[CH2:4][CH2:5][CH3:6].O.[ClH:22], predict the reaction product. The product is: [ClH:22].[NH2:7][C@@H:3]([CH2:4][CH2:5][CH3:6])[C@@H:2]([C:15]1[CH:20]=[CH:19][CH:18]=[CH:17][CH:16]=1)[OH:1]. (2) Given the reactants O1[C:5]2([CH2:10][CH2:9][CH:8]([CH:11]([NH:14][S:15]([CH3:18])(=[O:17])=[O:16])[CH2:12][CH3:13])[CH2:7][CH2:6]2)[O:4]CC1.Cl, predict the reaction product. The product is: [O:4]=[C:5]1[CH2:6][CH2:7][CH:8]([CH:11]([NH:14][S:15]([CH3:18])(=[O:17])=[O:16])[CH2:12][CH3:13])[CH2:9][CH2:10]1. (3) Given the reactants [C:1]([O:5][C:6]([N:8]([C@@H:22]1[CH2:26][CH2:25][NH:24][CH2:23]1)[C:9]1[N:14]=[CH:13][C:12](/[CH:15]=[CH:16]/[C:17]([O:19][CH2:20][CH3:21])=[O:18])=[CH:11][CH:10]=1)=[O:7])([CH3:4])([CH3:3])[CH3:2].C(=O)([O-])[O-].[K+].[K+].Br[CH:34]([C:41]1[CH:46]=[CH:45][CH:44]=[CH:43][CH:42]=1)[C:35]1[CH:40]=[CH:39][CH:38]=[CH:37][CH:36]=1.O, predict the reaction product. The product is: [C:1]([O:5][C:6]([N:8]([C@@H:22]1[CH2:26][CH2:25][N:24]([CH:34]([C:35]2[CH:40]=[CH:39][CH:38]=[CH:37][CH:36]=2)[C:41]2[CH:46]=[CH:45][CH:44]=[CH:43][CH:42]=2)[CH2:23]1)[C:9]1[N:14]=[CH:13][C:12](/[CH:15]=[CH:16]/[C:17]([O:19][CH2:20][CH3:21])=[O:18])=[CH:11][CH:10]=1)=[O:7])([CH3:2])([CH3:3])[CH3:4].